This data is from Catalyst prediction with 721,799 reactions and 888 catalyst types from USPTO. The task is: Predict which catalyst facilitates the given reaction. Reactant: [CH2:1]1[O:9][C:8]2[CH:7]=[CH:6][C:5]([CH:10]3[C:14]4[NH:15][C:16]5[CH:17]=[CH:18][CH:19]=[CH:20][C:21]=5[C:22](=[O:23])[C:13]=4[CH2:12][NH:11]3)=[CH:4][C:3]=2[O:2]1.Cl[C:25]1[N:30]=[CH:29][CH:28]=[CH:27][N:26]=1.CO. Product: [N:26]1[CH:27]=[CH:28][CH:29]=[N:30][C:25]=1[N:11]1[CH2:12][C:13]2[C:22](=[O:23])[C:21]3[CH:20]=[CH:19][CH:18]=[CH:17][C:16]=3[NH:15][C:14]=2[CH:10]1[C:5]1[CH:6]=[CH:7][C:8]2[O:9][CH2:1][O:2][C:3]=2[CH:4]=1. The catalyst class is: 3.